Dataset: Blood-brain barrier penetration binary classification data from Martins et al.. Task: Regression/Classification. Given a drug SMILES string, predict its absorption, distribution, metabolism, or excretion properties. Task type varies by dataset: regression for continuous measurements (e.g., permeability, clearance, half-life) or binary classification for categorical outcomes (e.g., BBB penetration, CYP inhibition). Dataset: bbb_martins. The result is 1 (penetrates BBB). The drug is CN[C@@H]1C[C@@H](c2ccc(Cl)c(Cl)c2)c2ccccc21.[Cl-].[H+].